Dataset: Forward reaction prediction with 1.9M reactions from USPTO patents (1976-2016). Task: Predict the product of the given reaction. Given the reactants Br[C:2]1[CH:3]=[C:4]([CH:21]=[C:22]([F:24])[CH:23]=1)[CH2:5][CH2:6][C:7]1[CH:12]=[C:11]([CH3:13])[CH:10]=[C:9]([N:14]2[C:18]([CH3:19])=[CH:17][CH:16]=[C:15]2[CH3:20])[N:8]=1.[Cl:25][C:26]1[CH:27]=[C:28]([CH:31]=[CH:32][CH:33]=1)[CH2:29][NH2:30], predict the reaction product. The product is: [Cl:25][C:26]1[CH:27]=[C:28]([CH:31]=[CH:32][CH:33]=1)[CH2:29][NH:30][C:2]1[CH:23]=[C:22]([F:24])[CH:21]=[C:4]([CH2:5][CH2:6][C:7]2[CH:12]=[C:11]([CH3:13])[CH:10]=[C:9]([N:14]3[C:18]([CH3:19])=[CH:17][CH:16]=[C:15]3[CH3:20])[N:8]=2)[CH:3]=1.